From a dataset of NCI-60 drug combinations with 297,098 pairs across 59 cell lines. Regression. Given two drug SMILES strings and cell line genomic features, predict the synergy score measuring deviation from expected non-interaction effect. (1) Drug 1: CN1C(=O)N2C=NC(=C2N=N1)C(=O)N. Drug 2: CC(C)(C#N)C1=CC(=CC(=C1)CN2C=NC=N2)C(C)(C)C#N. Cell line: CAKI-1. Synergy scores: CSS=-0.302, Synergy_ZIP=1.07, Synergy_Bliss=3.69, Synergy_Loewe=-1.19, Synergy_HSA=-1.77. (2) Drug 1: CC=C1C(=O)NC(C(=O)OC2CC(=O)NC(C(=O)NC(CSSCCC=C2)C(=O)N1)C(C)C)C(C)C. Drug 2: CN(C(=O)NC(C=O)C(C(C(CO)O)O)O)N=O. Cell line: HCC-2998. Synergy scores: CSS=71.1, Synergy_ZIP=1.51, Synergy_Bliss=1.27, Synergy_Loewe=-58.7, Synergy_HSA=-0.565. (3) Drug 1: CC(C1=C(C=CC(=C1Cl)F)Cl)OC2=C(N=CC(=C2)C3=CN(N=C3)C4CCNCC4)N. Drug 2: C1=NC2=C(N=C(N=C2N1C3C(C(C(O3)CO)O)O)F)N. Cell line: HL-60(TB). Synergy scores: CSS=6.13, Synergy_ZIP=-5.45, Synergy_Bliss=-25.7, Synergy_Loewe=-34.9, Synergy_HSA=-29.2. (4) Drug 1: CCCCC(=O)OCC(=O)C1(CC(C2=C(C1)C(=C3C(=C2O)C(=O)C4=C(C3=O)C=CC=C4OC)O)OC5CC(C(C(O5)C)O)NC(=O)C(F)(F)F)O. Drug 2: CS(=O)(=O)OCCCCOS(=O)(=O)C. Cell line: U251. Synergy scores: CSS=60.4, Synergy_ZIP=-5.12, Synergy_Bliss=-25.4, Synergy_Loewe=-42.4, Synergy_HSA=-34.6. (5) Drug 1: CC1=CC2C(CCC3(C2CCC3(C(=O)C)OC(=O)C)C)C4(C1=CC(=O)CC4)C. Drug 2: CN(C)C1=NC(=NC(=N1)N(C)C)N(C)C. Cell line: SW-620. Synergy scores: CSS=-1.44, Synergy_ZIP=2.11, Synergy_Bliss=1.47, Synergy_Loewe=-3.22, Synergy_HSA=-2.76. (6) Drug 1: C1=CC(=CC=C1CCC2=CNC3=C2C(=O)NC(=N3)N)C(=O)NC(CCC(=O)O)C(=O)O. Drug 2: CC1C(C(CC(O1)OC2CC(CC3=C2C(=C4C(=C3O)C(=O)C5=C(C4=O)C(=CC=C5)OC)O)(C(=O)CO)O)N)O.Cl. Cell line: CAKI-1. Synergy scores: CSS=49.8, Synergy_ZIP=-1.09, Synergy_Bliss=-1.56, Synergy_Loewe=4.18, Synergy_HSA=6.95. (7) Cell line: MDA-MB-435. Drug 1: C1=NC2=C(N=C(N=C2N1C3C(C(C(O3)CO)O)O)F)N. Synergy scores: CSS=7.06, Synergy_ZIP=-3.80, Synergy_Bliss=-2.97, Synergy_Loewe=-5.43, Synergy_HSA=-5.33. Drug 2: C1CC(=O)NC(=O)C1N2C(=O)C3=CC=CC=C3C2=O. (8) Drug 1: COC1=CC(=CC(=C1O)OC)C2C3C(COC3=O)C(C4=CC5=C(C=C24)OCO5)OC6C(C(C7C(O6)COC(O7)C8=CC=CS8)O)O. Drug 2: C1C(C(OC1N2C=NC3=C2NC=NCC3O)CO)O. Cell line: KM12. Synergy scores: CSS=20.4, Synergy_ZIP=-3.53, Synergy_Bliss=-2.47, Synergy_Loewe=-29.3, Synergy_HSA=0.759. (9) Drug 1: CCCCC(=O)OCC(=O)C1(CC(C2=C(C1)C(=C3C(=C2O)C(=O)C4=C(C3=O)C=CC=C4OC)O)OC5CC(C(C(O5)C)O)NC(=O)C(F)(F)F)O. Cell line: NCIH23. Drug 2: CCC1(C2=C(COC1=O)C(=O)N3CC4=CC5=C(C=CC(=C5CN(C)C)O)N=C4C3=C2)O.Cl. Synergy scores: CSS=65.7, Synergy_ZIP=2.00, Synergy_Bliss=2.86, Synergy_Loewe=2.75, Synergy_HSA=4.96. (10) Synergy scores: CSS=17.5, Synergy_ZIP=-10.2, Synergy_Bliss=1.06, Synergy_Loewe=-4.99, Synergy_HSA=2.57. Drug 2: C1=CC(=CC=C1CCCC(=O)O)N(CCCl)CCCl. Drug 1: CS(=O)(=O)C1=CC(=C(C=C1)C(=O)NC2=CC(=C(C=C2)Cl)C3=CC=CC=N3)Cl. Cell line: OVCAR-8.